This data is from Catalyst prediction with 721,799 reactions and 888 catalyst types from USPTO. The task is: Predict which catalyst facilitates the given reaction. Reactant: [CH2:1]([O:8][C:9]([CH2:11][N:12]1[C:17]([CH3:18])=[C:16]([Cl:19])[N:15]=[C:14](Cl)[C:13]1=[O:21])=[O:10])[C:2]1[CH:7]=[CH:6][CH:5]=[CH:4][CH:3]=1.C([N:24]([CH2:27][CH3:28])CC)C. Product: [C:2]1([CH3:1])[CH:7]=[CH:6][C:5]([CH2:28][CH2:27][NH:24][C:14]2[C:13](=[O:21])[N:12]([CH2:11][C:9]([O:8][CH2:1][C:2]3[CH:7]=[CH:6][CH:5]=[CH:4][CH:3]=3)=[O:10])[C:17]([CH3:18])=[C:16]([Cl:19])[N:15]=2)=[CH:4][CH:3]=1. The catalyst class is: 13.